This data is from Forward reaction prediction with 1.9M reactions from USPTO patents (1976-2016). The task is: Predict the product of the given reaction. (1) Given the reactants Br[C:2]1[CH:16]=[CH:15][C:5]([N:6]([CH2:11][CH:12]([CH3:14])[CH3:13])[CH2:7][CH:8]([CH3:10])[CH3:9])=[C:4]([N+:17]([O-:19])=[O:18])[CH:3]=1.[CH3:20][C:21]1([CH3:35])[CH2:26][O:25][B:24]([B:24]2[O:25][CH2:26][C:21]([CH3:35])([CH3:20])[CH2:22][O:23]2)[O:23][CH2:22]1.C([O-])(=O)C.[K+].N#N, predict the reaction product. The product is: [CH3:20][C:21]1([CH3:35])[CH2:26][O:25][B:24]([C:2]2[CH:16]=[CH:15][C:5]([N:6]([CH2:11][CH:12]([CH3:14])[CH3:13])[CH2:7][CH:8]([CH3:10])[CH3:9])=[C:4]([N+:17]([O-:19])=[O:18])[CH:3]=2)[O:23][CH2:22]1. (2) Given the reactants [CH2:1]([O:3][C:4]1[CH:22]=[C:21]([F:23])[C:7]([CH2:8][N:9]2[CH:13]=[C:12]([N+:14]([O-])=O)[C:11]([C:17]([O:19][CH3:20])=[O:18])=[N:10]2)=[C:6]([F:24])[CH:5]=1)[CH3:2].O.NN, predict the reaction product. The product is: [NH2:14][C:12]1[C:11]([C:17]([O:19][CH3:20])=[O:18])=[N:10][N:9]([CH2:8][C:7]2[C:21]([F:23])=[CH:22][C:4]([O:3][CH2:1][CH3:2])=[CH:5][C:6]=2[F:24])[CH:13]=1. (3) Given the reactants [Cl:1]([OH:5])(=[O:4])(=[O:3])=[O:2].[CH:6]1([P:12]([CH:19]2[CH2:24][CH2:23][CH2:22][CH2:21][CH2:20]2)[CH:13]2[CH2:18][CH2:17][CH2:16][CH2:15][CH2:14]2)[CH2:11][CH2:10][CH2:9][CH2:8][CH2:7]1, predict the reaction product. The product is: [Cl:1]([O-:5])(=[O:4])(=[O:3])=[O:2].[CH:19]1([PH+:12]([CH:6]2[CH2:7][CH2:8][CH2:9][CH2:10][CH2:11]2)[CH:13]2[CH2:18][CH2:17][CH2:16][CH2:15][CH2:14]2)[CH2:20][CH2:21][CH2:22][CH2:23][CH2:24]1. (4) Given the reactants [O:1]=[C:2]1[N:15]([C:16]2[CH:21]=[CH:20][CH:19]=[C:18]([C:22]([F:25])([F:24])[F:23])[CH:17]=2)[C:14]2[C:13]3[C:8](=[CH:9][CH:10]=[C:11]([C:26]4[C:34]5[C:29](=[N:30][CH:31]=[CH:32][CH:33]=5)[N:28](C(OC(C)(C)C)=O)[CH:27]=4)[N:12]=3)[N:7]=[CH:6][C:5]=2[CH:4]=[CH:3]1.Cl, predict the reaction product. The product is: [NH:28]1[C:29]2=[N:30][CH:31]=[CH:32][CH:33]=[C:34]2[C:26]([C:11]2[N:12]=[C:13]3[C:8](=[CH:9][CH:10]=2)[N:7]=[CH:6][C:5]2[CH:4]=[CH:3][C:2](=[O:1])[N:15]([C:16]4[CH:21]=[CH:20][CH:19]=[C:18]([C:22]([F:23])([F:24])[F:25])[CH:17]=4)[C:14]3=2)=[CH:27]1. (5) Given the reactants I[C:2]1[CH:7]=[CH:6][C:5]([O:8][CH3:9])=[CH:4][CH:3]=1.C(N(CC)CC)C.C1(C)C=CC=CC=1P(C1C=CC=CC=1C)C1C=CC=CC=1C.[CH3:39][O:40][C:41](=[O:48])/[CH:42]=[CH:43]/[C:44]([O:46][CH3:47])=[O:45], predict the reaction product. The product is: [CH3:39][O:40][C:41](=[O:48])/[C:42](/[C:2]1[CH:7]=[CH:6][C:5]([O:8][CH3:9])=[CH:4][CH:3]=1)=[CH:43]/[C:44]([O:46][CH3:47])=[O:45]. (6) Given the reactants I[C:2]1[C:10]2[C:5](=[N:6][CH:7]=[C:8]([C:11]3[CH:16]=[CH:15][C:14]([N:17]4[CH2:22][CH2:21][N:20]([C:23]([O:25][C:26]([CH3:29])([CH3:28])[CH3:27])=[O:24])[CH2:19][CH2:18]4)=[CH:13][CH:12]=3)[CH:9]=2)[N:4]([S:30]([C:33]2[CH:39]=[CH:38][C:36]([CH3:37])=[CH:35][CH:34]=2)(=[O:32])=[O:31])[CH:3]=1.[CH3:40][C:41]1[CH:42]=[C:43]([CH:59]=[CH:60][CH:61]=1)[CH2:44][N:45]1[CH:49]=[C:48](B2OC(C)(C)C(C)(C)O2)[CH:47]=[N:46]1.C(=O)([O-])[O-].[Na+].[Na+], predict the reaction product. The product is: [CH3:40][C:41]1[CH:42]=[C:43]([CH:59]=[CH:60][CH:61]=1)[CH2:44][N:45]1[CH:49]=[C:48]([C:2]2[C:10]3[C:5](=[N:6][CH:7]=[C:8]([C:11]4[CH:16]=[CH:15][C:14]([N:17]5[CH2:22][CH2:21][N:20]([C:23]([O:25][C:26]([CH3:29])([CH3:28])[CH3:27])=[O:24])[CH2:19][CH2:18]5)=[CH:13][CH:12]=4)[CH:9]=3)[N:4]([S:30]([C:33]3[CH:39]=[CH:38][C:36]([CH3:37])=[CH:35][CH:34]=3)(=[O:32])=[O:31])[CH:3]=2)[CH:47]=[N:46]1. (7) Given the reactants C([O:9][CH2:10][CH2:11][N:12]1[C:20]2[C:19](Cl)=[N:18][CH:17]=[N:16][C:15]=2[CH:14]=[CH:13]1)(=O)C1C=CC=CC=1.[NH2:22][C:23]1[CH:39]=[CH:38][C:26]([O:27][C:28]2[CH:36]=[C:35]3[C:31]([CH2:32][NH:33][C:34]3=[O:37])=[CH:30][CH:29]=2)=[C:25]([Cl:40])[CH:24]=1.Cl.N1C=CC=CC=1.C(=O)([O-])O.[Na+], predict the reaction product. The product is: [Cl:40][C:25]1[CH:24]=[C:23]([NH:22][C:19]2[C:20]3[N:12]([CH2:11][CH2:10][OH:9])[CH:13]=[CH:14][C:15]=3[N:16]=[CH:17][N:18]=2)[CH:39]=[CH:38][C:26]=1[O:27][C:28]1[CH:36]=[C:35]2[C:31]([CH2:32][NH:33][C:34]2=[O:37])=[CH:30][CH:29]=1. (8) Given the reactants [Al+3].[Cl-].[Cl-].[Cl-].[C:5](Cl)(=[O:12])[C:6]1[CH:11]=[CH:10][CH:9]=[CH:8][CH:7]=1.[Br:14][C:15]1[CH:20]=[C:19]([O:21][CH3:22])[CH:18]=[C:17]([O:23][CH3:24])[CH:16]=1.[NH4+].[Cl-], predict the reaction product. The product is: [Br:14][C:15]1[CH:16]=[C:17]([O:23][CH3:24])[CH:18]=[C:19]([O:21][CH3:22])[C:20]=1[C:5]([C:6]1[CH:11]=[CH:10][CH:9]=[CH:8][CH:7]=1)=[O:12].[Br:14][C:15]1[CH:16]=[C:17]([O:23][CH3:24])[C:18]([C:5]([C:6]2[CH:11]=[CH:10][CH:9]=[CH:8][CH:7]=2)=[O:12])=[C:19]([O:21][CH3:22])[CH:20]=1. (9) Given the reactants Cl[C:2]1[N:3]=[CH:4][C:5]2[N:6]([CH3:22])[C:7](=[O:21])[C:8]3([CH2:20][CH2:19]3)[CH2:9][N:10]([CH:13]3[CH2:18][CH2:17][CH2:16][CH2:15][CH2:14]3)[C:11]=2[N:12]=1.[NH2:23][C:24]1[C:40]([F:41])=[CH:39][C:27]([C:28]([NH:30][CH:31]2[CH2:36][CH2:35][N:34]([CH2:37][CH3:38])[CH2:33][CH2:32]2)=[O:29])=[C:26]([F:42])[CH:25]=1.C(=O)([O-])[O-].[Cs+].[Cs+].CC1(C)C2C(=C(P(C3C=CC=CC=3)C3C=CC=CC=3)C=CC=2)OC2C(P(C3C=CC=CC=3)C3C=CC=CC=3)=CC=CC1=2, predict the reaction product. The product is: [CH:13]1([N:10]2[CH2:9][C:8]3([CH2:20][CH2:19]3)[C:7](=[O:21])[N:6]([CH3:22])[C:5]3[CH:4]=[N:3][C:2]([NH:23][C:24]4[C:40]([F:41])=[CH:39][C:27]([C:28]([NH:30][CH:31]5[CH2:36][CH2:35][N:34]([CH2:37][CH3:38])[CH2:33][CH2:32]5)=[O:29])=[C:26]([F:42])[CH:25]=4)=[N:12][C:11]2=3)[CH2:18][CH2:17][CH2:16][CH2:15][CH2:14]1.